The task is: Predict the product of the given reaction.. This data is from Forward reaction prediction with 1.9M reactions from USPTO patents (1976-2016). (1) The product is: [Cl:28][C:29]1[N:34]=[CH:33][C:32]([C:35]2[NH:39][C:38]([C@@H:40]3[CH2:44][CH2:43][CH2:42][N:41]3[C:52](=[O:53])[CH2:51][C:47]3[CH:46]=[N:45][CH:50]=[CH:49][CH:48]=3)=[N:37][CH:36]=2)=[CH:31][N:30]=1. Given the reactants CN(C(ON1N=NC2C=CC=NC1=2)=[N+](C)C)C.F[P-](F)(F)(F)(F)F.Cl.Cl.Cl.[Cl:28][C:29]1[N:34]=[CH:33][C:32]([C:35]2[NH:39][C:38]([C@@H:40]3[CH2:44][CH2:43][CH2:42][NH:41]3)=[N:37][CH:36]=2)=[CH:31][N:30]=1.[N:45]1[CH:50]=[CH:49][CH:48]=[C:47]([CH2:51][C:52](O)=[O:53])[CH:46]=1.CCN(C(C)C)C(C)C, predict the reaction product. (2) Given the reactants [Cl:1][C:2]1[CH:7]=[CH:6][C:5]([NH:8][C:9](=[NH:18])[C:10]2[CH:15]=[CH:14][CH:13]=[CH:12][C:11]=2[O:16][CH3:17])=[CH:4][CH:3]=1.C(=O)([O-])O.[K+].[CH2:24]([O:26][C:27](=[O:33])[CH2:28][C:29](=O)[CH2:30]Br)[CH3:25].C(OCC)(=O)C, predict the reaction product. The product is: [CH2:24]([O:26][C:27](=[O:33])[CH2:28][C:29]1[N:18]=[C:9]([C:10]2[CH:15]=[CH:14][CH:13]=[CH:12][C:11]=2[O:16][CH3:17])[N:8]([C:5]2[CH:4]=[CH:3][C:2]([Cl:1])=[CH:7][CH:6]=2)[CH:30]=1)[CH3:25]. (3) Given the reactants [C:1]([C:8]1[CH:9]=[C:10]2[C:14](=[CH:15][CH:16]=1)[NH:13][C:12](=[O:17])[CH2:11]2)(=[O:7])[CH2:2][CH2:3][CH2:4][CH2:5][CH3:6].[C:18](OC(=O)C)(=[O:20])[CH3:19], predict the reaction product. The product is: [C:18]([N:13]1[C:14]2[C:10](=[CH:9][C:8]([C:1](=[O:7])[CH2:2][CH2:3][CH2:4][CH2:5][CH3:6])=[CH:16][CH:15]=2)[CH2:11][C:12]1=[O:17])(=[O:20])[CH3:19]. (4) Given the reactants [NH2:1][C:2]1[S:3][C:4]2[CH2:15][CH2:14][CH2:13][CH2:12][C:5]=2[C:6]=1[C:7]([O:9][CH2:10][CH3:11])=[O:8].[C:16](Cl)(=[O:18])[CH3:17], predict the reaction product. The product is: [CH2:10]([O:9][C:7]([C:6]1[C:5]2[CH2:12][CH2:13][CH2:14][CH2:15][C:4]=2[S:3][C:2]=1[NH:1][C:16](=[O:18])[CH3:17])=[O:8])[CH3:11]. (5) Given the reactants [CH:1]([O:4][C:5]1[CH:14]=[C:13]([C:15]([F:18])([F:17])[F:16])[C:12]2[CH:11]=[C:10]3[NH:19][CH2:20][CH2:21][S:22][C:9]3=[CH:8][C:7]=2[N:6]=1)([CH3:3])[CH3:2].C(O[CH:26](O)[C:27]([F:30])([F:29])[F:28])C.[BH3-]C#N.[Na+], predict the reaction product. The product is: [CH:1]([O:4][C:5]1[CH:14]=[C:13]([C:15]([F:18])([F:17])[F:16])[C:12]2[CH:11]=[C:10]3[N:19]([CH2:26][C:27]([F:30])([F:29])[F:28])[CH2:20][CH2:21][S:22][C:9]3=[CH:8][C:7]=2[N:6]=1)([CH3:3])[CH3:2]. (6) Given the reactants C[O:2][C:3](=[O:37])[C:4]1[CH:9]=[CH:8][CH:7]=[C:6]([NH:10][C:11]2[NH:15][C:14]3[CH:16]=[C:17]([N:32]([CH2:35][CH3:36])[CH2:33][CH3:34])[C:18]([C:20](=[O:31])[NH:21][C:22]4[CH:30]=[C:29]5[C:25]([CH:26]=[N:27][NH:28]5)=[CH:24][CH:23]=4)=[CH:19][C:13]=3[N:12]=2)[CH:5]=1.[Li+].[OH-].C(O)(=O)CC(CC(O)=O)(C(O)=O)O, predict the reaction product. The product is: [CH2:35]([N:32]([CH2:33][CH3:34])[C:17]1[C:18]([C:20](=[O:31])[NH:21][C:22]2[CH:30]=[C:29]3[C:25]([CH:26]=[N:27][NH:28]3)=[CH:24][CH:23]=2)=[CH:19][C:13]2[N:12]=[C:11]([NH:10][C:6]3[CH:5]=[C:4]([CH:9]=[CH:8][CH:7]=3)[C:3]([OH:37])=[O:2])[NH:15][C:14]=2[CH:16]=1)[CH3:36]. (7) Given the reactants C1(SC2C=CC=CC=2)C=CC=CC=1.[O:14]1[C:18]2([CH2:23][CH2:22][C:21](=[CH:24][C:25]([O:27][CH2:28][C:29]3[CH:34]=[CH:33][CH:32]=[CH:31][CH:30]=3)=[O:26])[CH2:20][CH2:19]2)[O:17][CH2:16][CH2:15]1.[H][H], predict the reaction product. The product is: [O:14]1[C:18]2([CH2:23][CH2:22][CH:21]([CH2:24][C:25]([O:27][CH2:28][C:29]3[CH:30]=[CH:31][CH:32]=[CH:33][CH:34]=3)=[O:26])[CH2:20][CH2:19]2)[O:17][CH2:16][CH2:15]1. (8) Given the reactants [CH2:1]([N:5]([C:8]1[N:12]([C:13]2[C:21]([Cl:22])=[C:16]3[CH2:17][CH2:18][CH2:19][CH2:20][N:15]3[N:14]=2)[N:11]=[CH:10][C:9]=1[C:23]#[N:24])C=O)[CH2:2][C:3]#[CH:4].Cl.O, predict the reaction product. The product is: [Cl:22][C:21]1[C:13]([N:12]2[C:8]([NH:5][CH2:1][CH2:2][C:3]#[CH:4])=[C:9]([C:23]#[N:24])[CH:10]=[N:11]2)=[N:14][N:15]2[CH2:20][CH2:19][CH2:18][CH2:17][C:16]=12. (9) Given the reactants CC1C=CC(NC(C2C=CC(CN3CCN(C)CC3)=CC=2)=O)=CC=1[NH:8][C:9]1N=CC=C(C2C=CC=NC=2)[N:14]=1.[CH3:38][C:39]1[CH:45]=[CH:44][C:43]([N+:46]([O-:48])=[O:47])=[CH:42][C:40]=1[NH2:41].N#CN.[N+:52]([O-:55])([OH:54])=[O:53], predict the reaction product. The product is: [N+:52]([O-:55])([OH:54])=[O:53].[CH3:38][C:39]1[CH:45]=[CH:44][C:43]([N+:46]([O-:48])=[O:47])=[CH:42][C:40]=1[NH:41][C:9]([NH2:14])=[NH:8].